Dataset: Reaction yield outcomes from USPTO patents with 853,638 reactions. Task: Predict the reaction yield, written as a fraction of the theoretical maximum amount of product (1.0 means a 100% yield; for example, 0.34 means a 34% yield). (1) The reactants are [F:1][C:2]1[C:7]([F:8])=[CH:6][CH:5]=[CH:4][C:3]=1[C:9]1[CH:17]=[CH:16][CH:15]=[C:14]2[C:10]=1[CH:11]=[CH:12][NH:13]2.C([OH:22])(C)(C)C.C(O)(=O)C.[Br-].[Br-].[Br-].[NH+]1C=CC=CC=1.[NH+]1C=CC=CC=1.[NH+]1C=CC=CC=1. The catalyst is C(O)C.[Zn]. The product is [F:1][C:2]1[C:7]([F:8])=[CH:6][CH:5]=[CH:4][C:3]=1[C:9]1[CH:17]=[CH:16][CH:15]=[C:14]2[C:10]=1[CH2:11][C:12](=[O:22])[NH:13]2. The yield is 0.970. (2) The reactants are [CH3:1][CH2:2][CH2:3][CH2:4][CH2:5][CH3:6].[CH2:7]([Li])[CH2:8][CH2:9][CH3:10].[C:12](=[O:14])=[O:13].S([O-])(O)(=O)=O.[K+].[O:21]1[CH2:25][CH2:24][CH2:23]C1. No catalyst specified. The product is [CH2:25]([O:21][C:3]1[CH:2]=[C:1]([O:21][CH2:25][CH:24]=[CH2:23])[C:6]([CH2:7][C:8]#[C:9][CH3:10])=[CH:5][C:4]=1[C:12]([OH:14])=[O:13])[CH:24]=[CH2:23]. The yield is 0.620. (3) The reactants are BrC1C=C[C:5]([CH2:8][CH2:9][NH2:10])=[CH:4][CH:3]=1.[C:19](O[C:19]([O:21][C:22]([CH3:25])([CH3:24])[CH3:23])=[O:20])([O:21][C:22]([CH3:25])([CH3:24])[CH3:23])=[O:20].O.[Cl-].[NH4+:28].O1[CH2:33][CH2:32][CH2:31][CH2:30]1. The catalyst is [C-]#N.[Zn+2].[C-]#N.C1C=CC([P]([Pd]([P](C2C=CC=CC=2)(C2C=CC=CC=2)C2C=CC=CC=2)([P](C2C=CC=CC=2)(C2C=CC=CC=2)C2C=CC=CC=2)[P](C2C=CC=CC=2)(C2C=CC=CC=2)C2C=CC=CC=2)(C2C=CC=CC=2)C2C=CC=CC=2)=CC=1. The product is [C:30]([C:31]1[CH:3]=[CH:4][C:5]([CH2:8][CH2:9][NH:10][C:19](=[O:20])[O:21][C:22]([CH3:23])([CH3:24])[CH3:25])=[CH:33][CH:32]=1)#[N:28]. The yield is 0.410. (4) The yield is 0.180. The product is [CH:23]1([N:22]2[C:21]3[CH:29]=[CH:30][C:31]([C:33]([OH:35])=[O:34])=[CH:32][C:20]=3[N:19]=[C:18]2[C:13]2[CH:14]=[C:15]3[C:10](=[CH:11][CH:12]=2)[N:9]=[C:45]([C:40]2[CH:39]=[C:38]([OH:37])[CH:43]=[C:42]([OH:44])[CH:41]=2)[CH:46]=[CH:16]3)[CH2:24][CH2:25][CH2:26][CH2:27][CH2:28]1. The catalyst is C(O)C. The reactants are BrC1C=CC(O)=C(C2C=[CH:16][C:15]3[C:10](=[CH:11][CH:12]=[C:13]([C:18]4[N:22]([CH:23]5[CH2:28][CH2:27][CH2:26][CH2:25][CH2:24]5)[C:21]5[CH:29]=[CH:30][C:31]([C:33]([OH:35])=[O:34])=[CH:32][C:20]=5[N:19]=4)[CH:14]=3)[N:9]=2)C=1.[OH:37][C:38]1[CH:39]=[C:40]([C:45](=O)[CH3:46])[CH:41]=[C:42]([OH:44])[CH:43]=1.[OH-].[K+].